This data is from Reaction yield outcomes from USPTO patents with 853,638 reactions. The task is: Predict the reaction yield, written as a fraction of the theoretical maximum amount of product (1.0 means a 100% yield; for example, 0.34 means a 34% yield). (1) The yield is 0.800. The product is [CH3:1][N:2]1[CH:10]([CH3:11])[CH2:9][N:8]2[N:7]=[C:6]([N+:13]([O-:15])=[O:14])[CH:5]=[C:4]2[CH2:3]1. The reactants are [CH3:1][NH:2][CH2:3][C:4]1[N:8]([CH2:9][CH:10](O)[CH3:11])[N:7]=[C:6]([N+:13]([O-:15])=[O:14])[CH:5]=1.C1(P(C2C=CC=CC=2)C2C=CC=CC=2)C=CC=CC=1.N(C(OC(C)C)=O)=NC(OC(C)C)=O. The catalyst is C1COCC1. (2) The reactants are Br[C:2]1[CH:3]=[C:4]([S:8]([NH:11][C:12]2[CH:17]=[CH:16][CH:15]=[CH:14][CH:13]=2)(=[O:10])=[O:9])[CH:5]=[CH:6][CH:7]=1.C1C=CC=CC=1.C(N(CC)CC)C.[CH2:31]([OH:34])[C:32]#[CH:33]. The catalyst is Cl.C1C=CC([P]([Pd]([P](C2C=CC=CC=2)(C2C=CC=CC=2)C2C=CC=CC=2)([P](C2C=CC=CC=2)(C2C=CC=CC=2)C2C=CC=CC=2)[P](C2C=CC=CC=2)(C2C=CC=CC=2)C2C=CC=CC=2)(C2C=CC=CC=2)C2C=CC=CC=2)=CC=1.[Cu](I)I. The product is [OH:34][CH2:31][C:32]#[C:33][C:2]1[CH:3]=[C:4]([S:8]([NH:11][C:12]2[CH:17]=[CH:16][CH:15]=[CH:14][CH:13]=2)(=[O:10])=[O:9])[CH:5]=[CH:6][CH:7]=1. The yield is 0.640. (3) The reactants are Br[CH2:2][CH2:3][CH3:4].[Br:5][C:6]1[CH:7]=[C:8]2[C:12](=[CH:13][CH:14]=1)[NH:11][CH:10]=[CH:9]2.C(=O)([O-])[O-].[Cs+].[Cs+]. The catalyst is CN(C=O)C. The product is [Br:5][C:6]1[CH:7]=[C:8]2[C:12](=[CH:13][CH:14]=1)[N:11]([CH2:2][CH2:3][CH3:4])[CH:10]=[CH:9]2. The yield is 0.740. (4) The reactants are C(OC([NH:8][C@H:9]([C:11]([NH:13][CH:14]1[N:20]=[C:19]([C:21]2[CH:26]=[CH:25][CH:24]=[CH:23][CH:22]=2)[C:18]2[CH:27]=[CH:28][CH:29]=[CH:30][C:17]=2[N:16]([CH2:31][CH2:32][CH2:33][C:34]([F:37])([F:36])[F:35])[C:15]1=[O:38])=[O:12])[CH3:10])=O)(C)(C)C.C(O)(C(F)(F)F)=O.C(Cl)Cl. No catalyst specified. The product is [NH2:8][C@H:9]([C:11]([NH:13][CH:14]1[N:20]=[C:19]([C:21]2[CH:26]=[CH:25][CH:24]=[CH:23][CH:22]=2)[C:18]2[CH:27]=[CH:28][CH:29]=[CH:30][C:17]=2[N:16]([CH2:31][CH2:32][CH2:33][C:34]([F:37])([F:35])[F:36])[C:15]1=[O:38])=[O:12])[CH3:10]. The yield is 0.680. (5) The reactants are [CH3:1][C:2]1([CH3:16])[CH2:6][C:5]2[CH:7]=[CH:8][CH:9]=[C:10]([C:11]([O:13][CH2:14][CH3:15])=[O:12])[C:4]=2[O:3]1.[N+:17]([O-])([OH:19])=[O:18]. The catalyst is FC(F)(F)C(O)=O. The product is [CH3:1][C:2]1([CH3:16])[CH2:6][C:5]2[CH:7]=[C:8]([N+:17]([O-:19])=[O:18])[CH:9]=[C:10]([C:11]([O:13][CH2:14][CH3:15])=[O:12])[C:4]=2[O:3]1. The yield is 0.830. (6) The reactants are COC1C=C(C=CC=1OC)C[NH:7][C:8]1[N:13]2[N:14]=[C:15]([C:17]3[O:18][CH:19]=[CH:20][CH:21]=3)[N:16]=[C:12]2[CH:11]=[C:10]([C:22]2[N:27]=[CH:26][C:25]([CH2:28][OH:29])=[CH:24][CH:23]=2)[N:9]=1.C1(OC)C=CC=CC=1.FC(F)(F)S(O)(=O)=O.O.N. The catalyst is FC(F)(F)C(O)=O. The product is [NH2:7][C:8]1[N:13]2[N:14]=[C:15]([C:17]3[O:18][CH:19]=[CH:20][CH:21]=3)[N:16]=[C:12]2[CH:11]=[C:10]([C:22]2[N:27]=[CH:26][C:25]([CH2:28][OH:29])=[CH:24][CH:23]=2)[N:9]=1. The yield is 0.560.